This data is from Full USPTO retrosynthesis dataset with 1.9M reactions from patents (1976-2016). The task is: Predict the reactants needed to synthesize the given product. (1) The reactants are: [CH3:1][C:2]1([CH3:10])[CH2:7][CH:6]([CH:8]=O)[CH2:5][CH2:4][O:3]1.C1(P(C2C=CC=CC=2)(C2C=CC=CC=2)=[CH:18][C:19]([O:21][C:22]([CH3:25])([CH3:24])[CH3:23])=[O:20])C=CC=CC=1. Given the product [CH3:1][C:2]1([CH3:10])[CH2:7][CH:6](/[CH:8]=[CH:18]/[C:19]([O:21][C:22]([CH3:25])([CH3:24])[CH3:23])=[O:20])[CH2:5][CH2:4][O:3]1, predict the reactants needed to synthesize it. (2) The reactants are: [NH2:1][CH:2]([CH2:6][CH3:7])[C:3]([OH:5])=[O:4].C(N(CC)CC)C.Cl[Si](C)(C)C.[CH:20]1([C:25](Cl)=[O:26])[CH2:24][CH2:23][CH2:22][CH2:21]1. Given the product [CH:20]1([C:25]([NH:1][CH:2]([CH2:6][CH3:7])[C:3]([OH:5])=[O:4])=[O:26])[CH2:24][CH2:23][CH2:22][CH2:21]1, predict the reactants needed to synthesize it.